Dataset: Reaction yield outcomes from USPTO patents with 853,638 reactions. Task: Predict the reaction yield, written as a fraction of the theoretical maximum amount of product (1.0 means a 100% yield; for example, 0.34 means a 34% yield). (1) The reactants are [Cl:1][C:2]1[CH:7]=[CH:6][C:5]([CH2:8][C:9]#[N:10])=[CH:4][C:3]=1[OH:11].C([O-])([O-])=O.[K+].[K+].[CH:18]1[CH:23]=[CH:22][C:21]([CH2:24]Br)=[CH:20][CH:19]=1. The catalyst is CC#N. The product is [CH2:24]([O:11][C:3]1[CH:4]=[C:5]([CH2:8][C:9]#[N:10])[CH:6]=[CH:7][C:2]=1[Cl:1])[C:21]1[CH:22]=[CH:23][CH:18]=[CH:19][CH:20]=1. The yield is 0.600. (2) The reactants are C([O:3][CH2:4][CH2:5][O:6][NH:7][C:8]([C:10]1[CH:11]=[CH:12][C:13]2[N:14]([CH:27]=[N:28][CH:29]=2)[C:15]=1[NH:16][C:17]1[CH:22]=[CH:21][C:20]([CH:23]2[CH2:25][CH2:24]2)=[CH:19][C:18]=1[F:26])=[O:9])=C.Cl. The catalyst is CO. The product is [OH:3][CH2:4][CH2:5][O:6][NH:7][C:8]([C:10]1[CH:11]=[CH:12][C:13]2[N:14]([CH:27]=[N:28][CH:29]=2)[C:15]=1[NH:16][C:17]1[CH:22]=[CH:21][C:20]([CH:23]2[CH2:24][CH2:25]2)=[CH:19][C:18]=1[F:26])=[O:9]. The yield is 0.410. (3) The reactants are [C:1]([O:5][C:6](=[O:16])[NH:7][CH2:8][CH2:9][CH:10]1[CH2:15][CH2:14][NH:13][CH2:12][CH2:11]1)([CH3:4])([CH3:3])[CH3:2].CO[C:19]1[N:20]=[C:21]2[C:26](=[CH:27][CH:28]=1)N=CC=[C:22]2[O:29]S(C(F)(F)F)(=O)=O.[CH3:37]CN(CC)CC.C[N:45]([CH:47]=O)[CH3:46]. No catalyst specified. The product is [C:1]([O:5][C:6](=[O:16])[NH:7][CH2:8][CH2:9][CH:10]1[CH2:11][CH2:12][N:13]([C:27]2[C:26]3[C:46](=[N:45][CH:47]=[C:22]([O:29][CH3:37])[CH:21]=3)[N:20]=[CH:19][CH:28]=2)[CH2:14][CH2:15]1)([CH3:4])([CH3:2])[CH3:3]. The yield is 0.950. (4) The reactants are [CH2:1]([O:3][C:4]1[CH:5]=[C:6]([CH:17]=[CH:18][C:19]=1[O:20][CH2:21][C:22]1[CH:23]=[N:24][C:25]([O:28][CH3:29])=[CH:26][CH:27]=1)[CH2:7][NH:8][C:9]1[C:14]([NH2:15])=[CH:13][C:12]([I:16])=[CH:11][N:10]=1)[CH3:2].[CH:30](OCC)(OCC)OCC. The catalyst is C(O)C.O.C1(C)C=CC(S(O)(=O)=O)=CC=1. The product is [CH2:1]([O:3][C:4]1[CH:5]=[C:6]([CH:17]=[CH:18][C:19]=1[O:20][CH2:21][C:22]1[CH:23]=[N:24][C:25]([O:28][CH3:29])=[CH:26][CH:27]=1)[CH2:7][N:8]1[C:9]2=[N:10][CH:11]=[C:12]([I:16])[CH:13]=[C:14]2[N:15]=[CH:30]1)[CH3:2]. The yield is 0.610.